From a dataset of NCI-60 drug combinations with 297,098 pairs across 59 cell lines. Regression. Given two drug SMILES strings and cell line genomic features, predict the synergy score measuring deviation from expected non-interaction effect. (1) Drug 1: CC12CCC(CC1=CCC3C2CCC4(C3CC=C4C5=CN=CC=C5)C)O. Drug 2: C1CC(C1)(C(=O)O)C(=O)O.[NH2-].[NH2-].[Pt+2]. Cell line: NCI-H322M. Synergy scores: CSS=6.54, Synergy_ZIP=-1.40, Synergy_Bliss=0.234, Synergy_Loewe=-1.64, Synergy_HSA=-1.51. (2) Drug 1: CC(C1=C(C=CC(=C1Cl)F)Cl)OC2=C(N=CC(=C2)C3=CN(N=C3)C4CCNCC4)N. Drug 2: CCCCCOC(=O)NC1=NC(=O)N(C=C1F)C2C(C(C(O2)C)O)O. Cell line: HOP-92. Synergy scores: CSS=11.9, Synergy_ZIP=-2.65, Synergy_Bliss=-0.986, Synergy_Loewe=-6.32, Synergy_HSA=-0.600. (3) Drug 1: C1=CC=C(C(=C1)C(C2=CC=C(C=C2)Cl)C(Cl)Cl)Cl. Drug 2: C1=NNC2=C1C(=O)NC=N2. Cell line: SF-295. Synergy scores: CSS=0.299, Synergy_ZIP=-1.69, Synergy_Bliss=-2.00, Synergy_Loewe=-4.19, Synergy_HSA=-3.03. (4) Drug 1: CS(=O)(=O)C1=CC(=C(C=C1)C(=O)NC2=CC(=C(C=C2)Cl)C3=CC=CC=N3)Cl. Drug 2: CN1C(=O)N2C=NC(=C2N=N1)C(=O)N. Cell line: HT29. Synergy scores: CSS=3.10, Synergy_ZIP=1.29, Synergy_Bliss=1.12, Synergy_Loewe=-8.11, Synergy_HSA=-4.21.